Dataset: Catalyst prediction with 721,799 reactions and 888 catalyst types from USPTO. Task: Predict which catalyst facilitates the given reaction. Reactant: [CH3:1][O:2][CH2:3][N:4]1[C:8]2[CH:9]=[CH:10][C:11]([CH:13]([CH3:17])[C:14](O)=[O:15])=[CH:12][C:7]=2[S:6][C:5]1=[O:18].C([N:21](CC)CC)C.ClC(OCC)=O.[OH-].[NH4+]. Product: [CH3:1][O:2][CH2:3][N:4]1[C:8]2[CH:9]=[CH:10][C:11]([CH:13]([CH3:17])[C:14]([NH2:21])=[O:15])=[CH:12][C:7]=2[S:6][C:5]1=[O:18]. The catalyst class is: 7.